Dataset: Catalyst prediction with 721,799 reactions and 888 catalyst types from USPTO. Task: Predict which catalyst facilitates the given reaction. (1) Reactant: C1(P(C2C=CC=CC=2)C2C=CC=CC=2)C=CC=CC=1.CC(OC(/N=N/C(OC(C)C)=O)=O)C.[N:34]1[CH:39]=[CH:38][CH:37]=[N:36][C:35]=1[CH2:40][OH:41].O[C:43]1[CH:53]=[N:52][CH:51]=[CH:50][C:44]=1[C:45]([O:47][CH2:48][CH3:49])=[O:46]. Product: [N:34]1[CH:39]=[CH:38][CH:37]=[N:36][C:35]=1[CH2:40][O:41][C:43]1[CH:53]=[N:52][CH:51]=[CH:50][C:44]=1[C:45]([O:47][CH2:48][CH3:49])=[O:46]. The catalyst class is: 1. (2) Reactant: [CH3:1][O:2][C:3]([NH:5][C@H:6]([C:11]([OH:13])=O)[C:7]([CH3:10])([CH3:9])[CH3:8])=[O:4].CCN=C=NCCCN(C)C.C1C=CC2N(O)N=NC=2C=1.CN1CCOCC1.[Br:42][C:43]1[CH:51]=[CH:50][C:46]([CH2:47][NH:48][NH2:49])=[CH:45][CH:44]=1. The catalyst class is: 25. Product: [CH3:1][O:2][C:3](=[O:4])[NH:5][C@H:6]([C:11]([NH:49][NH:48][CH2:47][C:46]1[CH:50]=[CH:51][C:43]([Br:42])=[CH:44][CH:45]=1)=[O:13])[C:7]([CH3:10])([CH3:9])[CH3:8].